From a dataset of Reaction yield outcomes from USPTO patents with 853,638 reactions. Predict the reaction yield, written as a fraction of the theoretical maximum amount of product (1.0 means a 100% yield; for example, 0.34 means a 34% yield). (1) The reactants are Br[C:2]1[C:7](=[O:8])[N:6]([CH2:9][C:10]2[CH:15]=[CH:14][C:13]([C:16]3[C:17]([C:22]#[N:23])=[CH:18][CH:19]=[CH:20][CH:21]=3)=[CH:12][CH:11]=2)[C:5]([CH2:24][CH2:25][CH3:26])=[N:4][C:3]=1[CH2:27][CH3:28].[O:29]1[C:33]2[CH:34]=[CH:35][C:36](B(O)O)=[CH:37][C:32]=2[CH2:31][CH2:30]1.C(=O)([O-])[O-].[Cs+].[Cs+]. The catalyst is O1CCOCC1.C(OCC)(=O)C.C1C=CC(P(C2C=CC=CC=2)[C-]2C=CC=C2)=CC=1.C1C=CC(P(C2C=CC=CC=2)[C-]2C=CC=C2)=CC=1.Cl[Pd]Cl.[Fe+2]. The product is [O:29]1[C:33]2[CH:34]=[CH:35][C:36]([C:2]3[C:7](=[O:8])[N:6]([CH2:9][C:10]4[CH:15]=[CH:14][C:13]([C:16]5[C:17]([C:22]#[N:23])=[CH:18][CH:19]=[CH:20][CH:21]=5)=[CH:12][CH:11]=4)[C:5]([CH2:24][CH2:25][CH3:26])=[N:4][C:3]=3[CH2:27][CH3:28])=[CH:37][C:32]=2[CH2:31][CH2:30]1. The yield is 0.870. (2) The reactants are [Br:1][C:2]1[N:6]2[C:7](Br)=[CH:8][N:9]=[CH:10][C:5]2=[N:4][CH:3]=1.[CH2:12]([NH2:14])[CH3:13].C1COCC1. The catalyst is C(Cl)Cl.O. The product is [Br:1][C:2]1[N:6]2[CH:7]=[CH:8][N:9]=[C:10]([NH:14][CH2:12][CH3:13])[C:5]2=[N:4][CH:3]=1. The yield is 0.530. (3) The reactants are [BH4-].[Na+].[CH2:3](Br)[CH:4]=[CH2:5].[C:7]([NH2:26])(=[O:25])[C:8]1[CH:13]=[CH:12][CH:11]=[CH:10][C:9]=1[S:14][S:14][C:9]1[CH:10]=[CH:11][CH:12]=[CH:13][C:8]=1[C:7]([NH2:26])=[O:25].Cl. The catalyst is CO. The product is [CH2:3]([S:14][C:9]1[CH:10]=[CH:11][CH:12]=[CH:13][C:8]=1[C:7]([NH2:26])=[O:25])[CH:4]=[CH2:5]. The yield is 0.940. (4) The reactants are [NH2:1][CH2:2][CH2:3][C:4]1[CH:9]=[CH:8][C:7]([S:10]([NH2:13])(=[O:12])=[O:11])=[CH:6][CH:5]=1.[CH3:14][C:15](O)=O.[C:18]1([CH:28]=O)[C:27]2[C:22](=[CH:23][CH:24]=[CH:25][CH:26]=2)[CH:21]=[CH:20][N:19]=1.[BH-](O[C:40]([CH3:42])=O)(OC(C)=O)OC(C)=O.[Na+].Cl[CH2:45][CH2:46]Cl. The catalyst is O. The product is [C:18]1([CH2:28][N:1]([CH2:21][C:20]2[C:14]3[C:15](=[CH:45][CH:46]=[CH:40][CH:42]=3)[CH:27]=[CH:18][N:19]=2)[CH2:2][CH2:3][C:4]2[CH:5]=[CH:6][C:7]([S:10]([NH2:13])(=[O:11])=[O:12])=[CH:8][CH:9]=2)[C:27]2[C:22](=[CH:23][CH:24]=[CH:25][CH:26]=2)[CH:21]=[CH:20][N:19]=1. The yield is 0.770. (5) The reactants are [CH3:1][O:2][C:3]1[C:8]2[N:9]=[C:10]([NH:12][C:13]([C:15]3[S:16][C:17]([CH3:20])=[CH:18][CH:19]=3)=[O:14])[S:11][C:7]=2[CH:6]=[CH:5][CH:4]=1.[I:21]Cl.C([O-])(=O)C.[Na+].COC(=O)NC1SC2C=CC=C(OC)C=2N=1. The catalyst is C(O)(=O)C. The product is [I:21][C:6]1[C:7]2[S:11][C:10]([NH:12][C:13]([C:15]3[S:16][C:17]([CH3:20])=[CH:18][CH:19]=3)=[O:14])=[N:9][C:8]=2[C:3]([O:2][CH3:1])=[CH:4][CH:5]=1. The yield is 0.930. (6) The reactants are [F:1][C:2]1[CH:7]=[CH:6][CH:5]=[C:4]([O:8][CH3:9])[C:3]=1[OH:10].F[C:12]1[CH:17]=[CH:16][C:15]([F:18])=[CH:14][C:13]=1[N+:19]([O-:21])=[O:20].[F:22][C:23]1[CH:24]=[CH:25][C:26]([O:30][C:31]2[C:36]([O:37][CH3:38])=[CH:35][CH:34]=[CH:33][C:32]=2[F:39])=[C:27]([CH:29]=1)[NH2:28].[NH2:40][C:41]1[S:42][CH:43]=[CH:44][N:45]=1. No catalyst specified. The product is [F:18][C:15]1[CH:16]=[CH:17][C:12]([O:10][C:3]2[C:4]([O:8][CH3:9])=[CH:5][CH:6]=[CH:7][C:2]=2[F:1])=[C:13]([N+:19]([O-:21])=[O:20])[CH:14]=1.[F:22][C:23]1[CH:24]=[CH:25][C:26]([O:30][C:31]2[C:36]([O:37][CH3:38])=[CH:35][CH:34]=[CH:33][C:32]=2[F:39])=[C:27]([NH:28][C:3]([NH:40][C:41]2[S:42][CH:43]=[CH:44][N:45]=2)=[O:10])[CH:29]=1. The yield is 0.650. (7) The reactants are [F:1][C:2]1[CH:3]=[CH:4][C:5]([O:10][C:11]2[CH:16]=[C:15]([CH3:17])[C:14]([N+:18]([O-])=O)=[CH:13][N:12]=2)=[C:6]([CH:9]=1)[C:7]#[N:8].Cl.[N:22]([O-])=O.[Na+].[N+]([O-])([O-])=O.[Na+].CC([O-])=O.[K+]. The catalyst is CC(O)=O.O.CCOC(C)=O. The product is [F:1][C:2]1[CH:3]=[CH:4][C:5]([O:10][C:11]2[CH:16]=[C:15]3[CH:17]=[N:22][NH:18][C:14]3=[CH:13][N:12]=2)=[C:6]([CH:9]=1)[C:7]#[N:8]. The yield is 0.880.